Dataset: Forward reaction prediction with 1.9M reactions from USPTO patents (1976-2016). Task: Predict the product of the given reaction. (1) Given the reactants [Cl:1][C:2]1[CH:3]=[C:4]([CH2:33]O)[CH:5]=[N:6][C:7]=1[N:8]1[CH2:13][CH2:12][N:11]([C:14]2[CH:19]=[C:18]([C:20]3[CH:25]=[CH:24][C:23]([F:26])=[CH:22][CH:21]=3)[N:17]=[C:16]([N:27]3[CH2:31][CH2:30][CH2:29][CH:28]3[CH3:32])[N:15]=2)[CH2:10][CH2:9]1.C[CH2:36][N:37](CC)CC.CS(Cl)(=O)=O, predict the reaction product. The product is: [Cl:1][C:2]1[CH:3]=[C:4]([CH2:33][C:36]#[N:37])[CH:5]=[N:6][C:7]=1[N:8]1[CH2:13][CH2:12][N:11]([C:14]2[CH:19]=[C:18]([C:20]3[CH:25]=[CH:24][C:23]([F:26])=[CH:22][CH:21]=3)[N:17]=[C:16]([N:27]3[CH2:31][CH2:30][CH2:29][CH:28]3[CH3:32])[N:15]=2)[CH2:10][CH2:9]1. (2) Given the reactants [N:1]1[CH:6]=[CH:5][CH:4]=[C:3]([CH2:7][CH:8](C(C(OCC)=O)C(OCC)=O)[CH3:9])[CH:2]=1.[C:21](=[O:24])(O)[O-:22].[Na+], predict the reaction product. The product is: [N:1]1[CH:6]=[CH:5][CH:4]=[C:3]([CH2:7][CH:8]([CH3:9])[C:21]([OH:22])=[O:24])[CH:2]=1. (3) Given the reactants FC(F)(F)C(O)=O.[C:8]([CH:10]1[CH2:20][C:19]2[C:21]3[C:16]([N:17]([CH2:22][C:23]4[C:28]([CH3:29])=[C:27]([O:30][CH3:31])[C:26]([CH3:32])=[CH:25][N:24]=4)[N:18]=2)=[N:15][C:14]([N:33](C(OC(C)(C)C)=O)C(OC(C)(C)C)=O)=[N:13][C:12]=3[S:11]1)#[N:9].CC1C=CC(S(OC(C#N)CC2C3C(=NC(N(C(OC(C)(C)C)=O)C(OC(C)(C)C)=O)=NC=3Cl)N(CC3C(C)=C(OC)C(C)=CN=3)N=2)(=O)=O)=CC=1, predict the reaction product. The product is: [NH2:33][C:14]1[N:15]=[C:16]2[C:21]3[C:19]([CH2:20][CH:10]([C:8]#[N:9])[S:11][C:12]=3[N:13]=1)=[N:18][N:17]2[CH2:22][C:23]1[C:28]([CH3:29])=[C:27]([O:30][CH3:31])[C:26]([CH3:32])=[CH:25][N:24]=1. (4) Given the reactants [CH3:1][CH:2]1[NH:7][CH2:6][CH2:5][N:4]([C:8]2[C:13]([O:14][CH3:15])=[C:12]3[N:16]([CH:24]4[CH2:26][CH2:25]4)[CH:17]=[C:18]([C:21]([OH:23])=[O:22])[C:19](=[O:20])[C:11]3=[CH:10][C:9]=2[F:27])[CH2:3]1.[CH3:28][C:29]([O:32][C:33](O[C:33]([O:32][C:29]([CH3:31])([CH3:30])[CH3:28])=[O:34])=[O:34])([CH3:31])[CH3:30].[OH-].[Na+], predict the reaction product. The product is: [C:29]([O:32][C:33]([N:7]1[CH2:6][CH2:5][N:4]([C:8]2[C:13]([O:14][CH3:15])=[C:12]3[C:11]([C:19](=[O:20])[C:18]([C:21]([OH:23])=[O:22])=[CH:17][N:16]3[CH:24]3[CH2:26][CH2:25]3)=[CH:10][C:9]=2[F:27])[CH2:3][CH:2]1[CH3:1])=[O:34])([CH3:31])([CH3:30])[CH3:28]. (5) Given the reactants CCC(CO[C:8](C(N(CC[NH+](C)C)C)=O)([C:15]1[CH:20]=[CH:19][CH:18]=[CH:17]C=1)[C:9]1[CH:14]=[CH:13][CH:12]=[CH:11][CH:10]=1)CC.[Cl-].C(O)C(N)(CO)C[OH:34].Cl.[Cl-].[Cl-].[Ca+2].[N-]=[N+]=[N-].[Na+:46].CCN(C1C=CC(C(C2C=CC(NC3C=CC(OCC)=CC=3)=CC=2)=C2C=CC(=[N+](CC3C=CC=C([S:82]([O-:85])(=[O:84])=[O:83])C=3)CC)C=C2)=CC=1)CC1C=CC=C([S:82]([OH:85])(=[O:84])=[O:83])C=1.[Na+], predict the reaction product. The product is: [CH3:10][CH2:11][CH2:12][CH2:13][CH2:14][CH2:9][CH2:8][CH2:15][CH2:20][CH2:19][CH2:18][CH2:17][O:83][S:82]([O-:85])(=[O:34])=[O:84].[Na+:46].